This data is from Reaction yield outcomes from USPTO patents with 853,638 reactions. The task is: Predict the reaction yield, written as a fraction of the theoretical maximum amount of product (1.0 means a 100% yield; for example, 0.34 means a 34% yield). (1) The reactants are [NH2:1][C:2]1[CH:7]=[CH:6][N:5]=[C:4](Cl)[N:3]=1.[NH2:9][C:10]1[CH:11]=[CH:12][C:13]([Cl:17])=[C:14]([OH:16])[CH:15]=1. The catalyst is CCO. The product is [NH2:1][C:2]1[CH:7]=[CH:6][N:5]=[C:4]([NH:9][C:10]2[CH:11]=[CH:12][C:13]([Cl:17])=[C:14]([OH:16])[CH:15]=2)[N:3]=1. The yield is 0.470. (2) The reactants are [CH3:1][N:2]([CH3:28])[C:3]1[CH:4]=[C:5]([CH:11]=[C:12](/[CH:14]=[CH:15]/[C:16]2[CH:21]=[C:20]([CH3:22])[C:19]([O:23][CH2:24][O:25][CH3:26])=[C:18]([CH3:27])[CH:17]=2)[CH:13]=1)[C:6]([O:8]CC)=[O:7].[OH-].[Na+].C(O)(=O)CC(CC(O)=O)(C(O)=O)O. The catalyst is C1COCC1.CCO.CCOC(C)=O. The product is [CH3:28][N:2]([CH3:1])[C:3]1[CH:4]=[C:5]([CH:11]=[C:12](/[CH:14]=[CH:15]/[C:16]2[CH:17]=[C:18]([CH3:27])[C:19]([O:23][CH2:24][O:25][CH3:26])=[C:20]([CH3:22])[CH:21]=2)[CH:13]=1)[C:6]([OH:8])=[O:7]. The yield is 0.970. (3) The reactants are [N+:1]([C:4]1[CH:9]=[C:8]([C:10]([F:13])([F:12])[F:11])[CH:7]=[CH:6][C:5]=1[S:14][C:15]1[CH:20]=[CH:19][C:18]([NH:21][C:22](=[O:24])[CH3:23])=[CH:17][CH:16]=1)([O-])=O. The catalyst is CCO.C1COCC1. The product is [NH2:1][C:4]1[CH:9]=[C:8]([C:10]([F:12])([F:13])[F:11])[CH:7]=[CH:6][C:5]=1[S:14][C:15]1[CH:20]=[CH:19][C:18]([NH:21][C:22](=[O:24])[CH3:23])=[CH:17][CH:16]=1. The yield is 0.800. (4) The reactants are [Br:1][C:2]1[CH:7]=[CH:6][C:5]([C@@H:8]([NH:10][CH2:11][CH2:12][C:13]([C:15]2[CH:20]=[CH:19][CH:18]=[CH:17][C:16]=2[F:21])=[O:14])[CH3:9])=[CH:4][CH:3]=1.C([O-])([O-])=O.[K+].[K+].[C:28](Cl)(=[O:31])[O:29][CH3:30]. The catalyst is CC#N. The product is [Br:1][C:2]1[CH:7]=[CH:6][C:5]([C@@H:8]([N:10]([CH2:11][CH2:12][C:13]([C:15]2[CH:20]=[CH:19][CH:18]=[CH:17][C:16]=2[F:21])=[O:14])[C:28](=[O:31])[O:29][CH3:30])[CH3:9])=[CH:4][CH:3]=1. The yield is 0.700. (5) The reactants are [F:1][C:2]([F:18])([F:17])[C:3]1[CH:4]=[CH:5][C:6]([C:9]2[CH:10]=[C:11]([CH:14]=[CH:15][CH:16]=2)[CH2:12][NH2:13])=[N:7][CH:8]=1.[F:19][C:20]1[CH:25]=[CH:24][C:23]([S:26]([N:29]([CH2:33][C:34](O)=[O:35])[CH:30]([CH3:32])[CH3:31])(=[O:28])=[O:27])=[CH:22][CH:21]=1.CN(C(ON1N=NC2C=CC=NC1=2)=[N+](C)C)C.F[P-](F)(F)(F)(F)F.C(N(CC)C(C)C)(C)C.OS([O-])(=O)=O.[K+]. The catalyst is C(Cl)Cl. The product is [F:19][C:20]1[CH:21]=[CH:22][C:23]([S:26]([N:29]([CH:30]([CH3:32])[CH3:31])[CH2:33][C:34]([NH:13][CH2:12][C:11]2[CH:14]=[CH:15][CH:16]=[C:9]([C:6]3[CH:5]=[CH:4][C:3]([C:2]([F:17])([F:1])[F:18])=[CH:8][N:7]=3)[CH:10]=2)=[O:35])(=[O:27])=[O:28])=[CH:24][CH:25]=1. The yield is 0.740. (6) The reactants are [C:1]([C:5]1[CH:10]=[CH:9][C:8]([N+:11]([O-:13])=[O:12])=[CH:7][C:6]=1N)([CH3:4])([CH3:3])[CH3:2].N([O-])=O.[Na+].[O-:19][S:20]([O-:22])=O.[Na+].[Na+].[ClH:25]. The catalyst is O.[O-]S([O-])(=O)=O.[Cu+2]. The product is [C:1]([C:5]1[CH:10]=[CH:9][C:8]([N+:11]([O-:13])=[O:12])=[CH:7][C:6]=1[S:20]([Cl:25])(=[O:22])=[O:19])([CH3:4])([CH3:3])[CH3:2]. The yield is 0.170. (7) The reactants are [CH3:1][O:2][C:3](=[O:10])[CH2:4][C@@H:5]([CH3:9])[C:6]([OH:8])=O.C(Cl)(=O)C(Cl)=O.[NH2:17][C:18]1[CH:27]=[C:26]([Cl:28])[CH:25]=[CH:24][C:19]=1[C:20]([O:22][CH3:23])=[O:21].C(N(CC)CC)C. The catalyst is C(Cl)Cl.CN(C=O)C. The product is [CH3:23][O:22][C:20](=[O:21])[C:19]1[CH:24]=[CH:25][C:26]([Cl:28])=[CH:27][C:18]=1[NH:17][C:6](=[O:8])[C@H:5]([CH3:9])[CH2:4][C:3]([O:2][CH3:1])=[O:10]. The yield is 0.850.